From a dataset of Reaction yield outcomes from USPTO patents with 853,638 reactions. Predict the reaction yield, written as a fraction of the theoretical maximum amount of product (1.0 means a 100% yield; for example, 0.34 means a 34% yield). (1) The reactants are [CH3:1][C:2]1([CH3:36])[N:6]([C:7]2[S:8][C:9]3[CH2:15][CH2:14][O:13][C:12]4[CH:16]=[C:17]([CH:20]5[CH2:25][CH2:24][N:23](C(OC(C)(C)C)=O)[CH2:22][CH2:21]5)[CH:18]=[CH:19][C:11]=4[C:10]=3[N:33]=2)[C:5](=[O:34])[NH:4][C:3]1=[O:35]. The catalyst is FC(F)(F)C(O)=O.ClCCl. The product is [NH:23]1[CH2:22][CH2:21][CH:20]([C:17]2[CH:18]=[CH:19][C:11]3[C:10]4[N:33]=[C:7]([N:6]5[C:2]([CH3:36])([CH3:1])[C:3](=[O:35])[NH:4][C:5]5=[O:34])[S:8][C:9]=4[CH2:15][CH2:14][O:13][C:12]=3[CH:16]=2)[CH2:25][CH2:24]1. The yield is 0.300. (2) The reactants are [F:1][C:2]([F:28])([F:27])[CH:3]([C:18]1[CH:23]=[C:22]([Cl:24])[C:21]([Cl:25])=[C:20]([Cl:26])[CH:19]=1)/[CH:4]=[CH:5]/[C:6]1[C:15]2[C:10](=[CH:11][CH:12]=[CH:13][CH:14]=2)[C:9]([CH2:16][NH2:17])=[CH:8][CH:7]=1.CCN(CC)CC.[CH2:36]([N:38]=[C:39]=[O:40])[CH3:37]. The catalyst is C(Cl)Cl. The product is [CH2:36]([NH:38][C:39]([NH:17][CH2:16][C:9]1[C:10]2[C:15](=[CH:14][CH:13]=[CH:12][CH:11]=2)[C:6](/[CH:5]=[CH:4]/[CH:3]([C:18]2[CH:19]=[C:20]([Cl:26])[C:21]([Cl:25])=[C:22]([Cl:24])[CH:23]=2)[C:2]([F:1])([F:27])[F:28])=[CH:7][CH:8]=1)=[O:40])[CH3:37]. The yield is 0.600. (3) The reactants are [Cl:1][C:2]1[CH:7]=[C:6]([O:8][C:9]2[CH:14]=[C:13]([F:15])[C:12]([N+:16]([O-])=O)=[CH:11][C:10]=2[Cl:19])[CH:5]=[CH:4][N:3]=1.[Cl-].[NH4+]. The catalyst is C1COCC1.CO.[Zn]. The product is [Cl:19][C:10]1[C:9]([O:8][C:6]2[CH:5]=[CH:4][N:3]=[C:2]([Cl:1])[CH:7]=2)=[CH:14][C:13]([F:15])=[C:12]([NH2:16])[CH:11]=1. The yield is 1.00. (4) The reactants are [NH2:1][C:2]1[CH:3]=[C:4]([S:9]([OH:12])(=[O:11])=[O:10])[CH:5]=[CH:6][C:7]=1[NH2:8].C([N:15]([CH2:18][CH3:19])[CH2:16][CH3:17])C.Cl. The catalyst is CO. The product is [NH:8]1[C:7]2[CH:6]=[CH:5][C:4]([S:9]([OH:12])(=[O:10])=[O:11])=[CH:3][C:2]=2[N:1]=[C:17]1[C:16]1[NH:15][C:18]2[CH:19]=[CH:5][C:4]([S:9]([OH:12])(=[O:11])=[O:10])=[CH:3][C:2]=2[N:1]=1. The yield is 0.420. (5) The reactants are [Br:1]Br.[OH:3][C:4]1[CH:5]=[C:6]2[C:11](=[CH:12][CH:13]=1)[CH:10]=[C:9]([C:14]1[C:18]3[CH:19]=[CH:20][C:21]([OH:23])=[CH:22][C:17]=3[O:16][N:15]=1)[CH:8]=[CH:7]2.O. The catalyst is C(O)(=O)C. The product is [Br:1][C:5]1[C:4]([OH:3])=[CH:13][CH:12]=[C:11]2[C:6]=1[CH:7]=[CH:8][C:9]([C:14]1[C:18]3[CH:19]=[CH:20][C:21]([OH:23])=[CH:22][C:17]=3[O:16][N:15]=1)=[CH:10]2. The yield is 0.530. (6) The reactants are [CH2:1]([O:3][C:4]([C:6]1[CH:15]=[C:9]2[C:10](=[O:14])[NH:11][CH2:12][CH2:13][N:8]2[N:7]=1)=[O:5])[CH3:2].Br[C:17]1[CH:22]=[CH:21][C:20]([F:23])=[CH:19][CH:18]=1.CNCCNC.C([O-])([O-])=O.[K+].[K+]. The catalyst is C1(C)C=CC=CC=1.[Cu]I. The product is [CH2:1]([O:3][C:4]([C:6]1[CH:15]=[C:9]2[C:10](=[O:14])[N:11]([C:17]3[CH:22]=[CH:21][C:20]([F:23])=[CH:19][CH:18]=3)[CH2:12][CH2:13][N:8]2[N:7]=1)=[O:5])[CH3:2]. The yield is 0.900.